From a dataset of Reaction yield outcomes from USPTO patents with 853,638 reactions. Predict the reaction yield, written as a fraction of the theoretical maximum amount of product (1.0 means a 100% yield; for example, 0.34 means a 34% yield). (1) The reactants are [OH:1][C:2]1[CH:7]=[CH:6][C:5]([CH2:8][C:9]([O:11][CH3:12])=[O:10])=[CH:4][CH:3]=1.C(P(CCCC)CCCC)CCC.[CH:26]1[C:38]2[CH2:37][C:36]3[C:31](=[CH:32][CH:33]=[CH:34][CH:35]=3)[C:30]=2[CH:29]=[CH:28][C:27]=1/[C:39](/[CH3:43])=[CH:40]/[CH2:41]O. The catalyst is C1C=CC=CC=1.O.C(OCC)(=O)C. The product is [CH3:12][O:11][C:9](=[O:10])[CH2:8][C:5]1[CH:4]=[CH:3][C:2]([O:1][CH2:41]/[CH:40]=[C:39](/[C:27]2[CH:28]=[CH:29][C:30]3[C:31]4[C:36](=[CH:35][CH:34]=[CH:33][CH:32]=4)[CH2:37][C:38]=3[CH:26]=2)\[CH3:43])=[CH:7][CH:6]=1. The yield is 0.620. (2) The reactants are Cl.[CH3:2][C:3]([NH2:16])([CH3:15])[CH2:4][C:5]1[CH:14]=[CH:13][C:12]2[C:7](=[CH:8][CH:9]=[CH:10][CH:11]=2)[CH:6]=1.[Cl:17][C:18]1[CH:19]=[C:20]([N+:25]([O-:27])=[O:26])[CH:21]=[CH:22][C:23]=1F.C([O-])([O-])=O.[K+].[K+].O. The catalyst is CS(C)=O. The product is [Cl:17][C:18]1[CH:19]=[C:20]([N+:25]([O-:27])=[O:26])[CH:21]=[CH:22][C:23]=1[NH:16][C:3]([CH3:2])([CH3:15])[CH2:4][C:5]1[CH:14]=[CH:13][C:12]2[C:7](=[CH:8][CH:9]=[CH:10][CH:11]=2)[CH:6]=1. The yield is 0.430. (3) The reactants are [CH:1]([NH:14][C:15]1[CH:20]=[CH:19][C:18]([Cl:21])=[CH:17][C:16]=1[C:22]#[C:23][CH2:24][CH2:25][OH:26])([C:8]1[CH:13]=[CH:12][CH:11]=[CH:10][CH:9]=1)[C:2]1[CH:7]=[CH:6][CH:5]=[CH:4][CH:3]=1. The catalyst is CN(C=O)C. The product is [CH:1]([N:14]1[C:15]2[C:16](=[CH:17][C:18]([Cl:21])=[CH:19][CH:20]=2)[CH:22]=[C:23]1[CH2:24][CH2:25][OH:26])([C:8]1[CH:9]=[CH:10][CH:11]=[CH:12][CH:13]=1)[C:2]1[CH:7]=[CH:6][CH:5]=[CH:4][CH:3]=1. The yield is 0.300. (4) The reactants are [N:1]([O-])=O.[Na+].[F:5][C:6]1[CH:12]=[C:11]([O:13][C:14]([F:17])([F:16])[F:15])[CH:10]=[CH:9][C:7]=1[NH2:8].Cl.[CH3:19][O:20][CH2:21][C:22](=[O:28])[CH2:23][C:24]([O:26][CH3:27])=[O:25].C([O-])(=O)C.[Na+]. The catalyst is O.CO. The product is [F:5][C:6]1[CH:12]=[C:11]([O:13][C:14]([F:15])([F:16])[F:17])[CH:10]=[CH:9][C:7]=1[NH:8][N:1]=[C:23]([C:22](=[O:28])[CH2:21][O:20][CH3:19])[C:24]([O:26][CH3:27])=[O:25]. The yield is 0.580. (5) The catalyst is C(Cl)Cl. The product is [F:25][C:19]1[CH:20]=[C:21]([NH:24][C:48]([C:45]2[C:46](=[O:47])[N:41]([C:38]3[CH:39]=[CH:40][C:35]([F:34])=[CH:36][CH:37]=3)[N:42]=[CH:43][CH:44]=2)=[O:49])[CH:22]=[CH:23][C:18]=1[O:17][C:16]1[CH:15]=[CH:14][N:13]=[C:12]2[N:8]([CH2:7][C:6]3[CH:5]=[CH:4][C:3]([O:2][CH3:1])=[CH:33][CH:32]=3)[N:9]=[C:10]([C:26]3[N:27]([CH3:31])[CH:28]=[CH:29][N:30]=3)[C:11]=12. The yield is 0.597. The reactants are [CH3:1][O:2][C:3]1[CH:33]=[CH:32][C:6]([CH2:7][N:8]2[C:12]3=[N:13][CH:14]=[CH:15][C:16]([O:17][C:18]4[CH:23]=[CH:22][C:21]([NH2:24])=[CH:20][C:19]=4[F:25])=[C:11]3[C:10]([C:26]3[N:27]([CH3:31])[CH:28]=[CH:29][N:30]=3)=[N:9]2)=[CH:5][CH:4]=1.[F:34][C:35]1[CH:40]=[CH:39][C:38]([N:41]2[C:46](=[O:47])[C:45]([C:48](O)=[O:49])=[CH:44][CH:43]=[N:42]2)=[CH:37][CH:36]=1.Cl.C(N=C=NCCCN(C)C)C.N1(O)C2C=CC=CC=2N=N1.C(N(C(C)C)C(C)C)C. (6) The reactants are [NH2:1][C:2]1[CH:7]=[CH:6][C:5]([C:8]2[N:9]([CH2:22][CH3:23])[C:10]3[C:15]([C:16]=2[C:17]#[N:18])=[CH:14][CH:13]=[C:12]([O:19][CH2:20][CH3:21])[CH:11]=3)=[CH:4][CH:3]=1.CCN(CC)CC.[CH:31]1([C:34](Cl)=[O:35])[CH2:33][CH2:32]1.O. The catalyst is C1COCC1.C(OCC)(=O)C. The product is [C:17]([C:16]1[C:15]2[C:10](=[CH:11][C:12]([O:19][CH2:20][CH3:21])=[CH:13][CH:14]=2)[N:9]([CH2:22][CH3:23])[C:8]=1[C:5]1[CH:4]=[CH:3][C:2]([NH:1][C:34]([CH:31]2[CH2:33][CH2:32]2)=[O:35])=[CH:7][CH:6]=1)#[N:18]. The yield is 0.990. (7) The reactants are [CH3:1][C:2]([CH3:21])([CH3:20])[CH2:3][CH2:4][CH2:5][CH2:6][C:7]1([CH3:19])[C:16]2[C:11](=[CH:12][CH:13]=[CH:14][CH:15]=2)[C:10]([OH:17])=[CH:9][C:8]1=[O:18].N1C=CC=CC=1.COS([O-])(=O)=O.[CH3:34][S:35][C:36](=[S+]C)[S:37][CH3:38]. The catalyst is O1CCOCC1. The product is [CH3:34][S:35][C:36]([S:37][CH3:38])=[C:9]1[C:8](=[O:18])[C:7]([CH2:6][CH2:5][CH2:4][CH2:3][C:2]([CH3:21])([CH3:20])[CH3:1])([CH3:19])[C:16]2[C:11](=[CH:12][CH:13]=[CH:14][CH:15]=2)[C:10]1=[O:17]. The yield is 0.990. (8) The reactants are Cl[C:2]1[N:7]=[C:6]([NH:8][CH:9]2[CH2:17][CH:16]3[N:12]([CH2:13][CH2:14][CH2:15]3)[C:11]([CH3:19])([CH3:18])[CH2:10]2)[C:5]([F:20])=[CH:4][N:3]=1.[NH2:21][C:22]1[CH:23]=[CH:24][C:25]([O:30][CH:31]2[CH2:34][O:33][CH2:32]2)=[C:26]([CH:29]=1)[C:27]#[N:28]. The catalyst is CC(O)C. The yield is 0.0100. The product is [NH3:3].[CH3:25][OH:30].[F:20][C:5]1[C:6]([NH:8][CH:9]2[CH2:17][CH:16]3[N:12]([CH2:13][CH2:14][CH2:15]3)[C:11]([CH3:19])([CH3:18])[CH2:10]2)=[N:7][C:2]([NH:21][C:22]2[CH:23]=[CH:24][C:25]([O:30][CH:31]3[CH2:34][O:33][CH2:32]3)=[C:26]([CH:29]=2)[C:27]#[N:28])=[N:3][CH:4]=1. (9) The reactants are [Al+3].[Cl-].[Cl-].[Cl-].Cl[C:6]([C:8]([O:10][CH2:11][CH3:12])=[O:9])=[O:7].[Cl:13][C:14]1[CH:19]=[CH:18][CH:17]=[CH:16][C:15]=1[S:20][CH3:21].C(OCC)(=O)C.CCCCCC. The catalyst is C(Cl)(Cl)Cl. The product is [Cl:13][C:14]1[CH:19]=[C:18]([C:6](=[O:7])[C:8]([O:10][CH2:11][CH3:12])=[O:9])[CH:17]=[CH:16][C:15]=1[S:20][CH3:21]. The yield is 0.730.